This data is from Catalyst prediction with 721,799 reactions and 888 catalyst types from USPTO. The task is: Predict which catalyst facilitates the given reaction. (1) Reactant: O=[C:2]1[CH2:7][CH2:6][N:5]([C:8]([O:10][C:11]([CH3:14])([CH3:13])[CH3:12])=[O:9])[CH2:4][CH:3]1[C:15]([O:17][CH3:18])=[O:16].[CH3:19][C@H:20]([NH2:27])[C:21]1[CH:26]=[CH:25][CH:24]=[CH:23][CH:22]=1.C(O)(=O)C.C(O[BH-](OC(=O)C)OC(=O)C)(=O)C.[Na+].C(=O)([O-])[O-].[Na+].[Na+]. Product: [C:21]1([C@@H:20]([NH:27][C@H:2]2[CH2:7][CH2:6][N:5]([C:8]([O:10][C:11]([CH3:14])([CH3:13])[CH3:12])=[O:9])[CH2:4][C@H:3]2[C:15]([O:17][CH3:18])=[O:16])[CH3:19])[CH:26]=[CH:25][CH:24]=[CH:23][CH:22]=1. The catalyst class is: 48. (2) Product: [Cl:11][C:12]1[CH:13]=[C:14]([S:19][CH:2]([C:6](=[O:8])[CH3:7])[C:3](=[O:5])[CH3:4])[CH:15]=[C:16]([Cl:18])[CH:17]=1. Reactant: Cl[CH:2]([C:6](=[O:8])[CH3:7])[C:3](=[O:5])[CH3:4].[I-].[Na+].[Cl:11][C:12]1[CH:13]=[C:14]([SH:19])[CH:15]=[C:16]([Cl:18])[CH:17]=1.C(=O)([O-])[O-].[K+].[K+]. The catalyst class is: 95. (3) Reactant: [Cl:1][C:2]1[CH:18]=[CH:17][C:5]2[S:6][C:7]([C:13]([O:15]C)=[O:14])=[C:8]([C:9]([F:12])([F:11])[F:10])[C:4]=2[CH:3]=1.[Li+].[OH-]. Product: [Cl:1][C:2]1[CH:18]=[CH:17][C:5]2[S:6][C:7]([C:13]([OH:15])=[O:14])=[C:8]([C:9]([F:12])([F:11])[F:10])[C:4]=2[CH:3]=1. The catalyst class is: 87.